From a dataset of Full USPTO retrosynthesis dataset with 1.9M reactions from patents (1976-2016). Predict the reactants needed to synthesize the given product. Given the product [Cl:1][C:2]1[CH:11]=[N:10][C:9]2[C:4](=[CH:5][C:6]([F:16])=[CH:7][CH:8]=2)[N:3]=1.[Cl:1][C:2]1[CH:11]=[N:24][C:19]2[C:20](=[CH:21][CH:22]=[C:17]([F:16])[CH:18]=2)[N:23]=1, predict the reactants needed to synthesize it. The reactants are: [Cl:1][C:2]1[CH:11]=[N:10][C:9]2[C:4](=[C:5](C(F)(F)F)[CH:6]=[CH:7][CH:8]=2)[N:3]=1.[F:16][C:17]1[CH:18]=[C:19]([NH2:24])[C:20]([NH2:23])=[CH:21][CH:22]=1.